Dataset: Full USPTO retrosynthesis dataset with 1.9M reactions from patents (1976-2016). Task: Predict the reactants needed to synthesize the given product. (1) Given the product [CH:1]1([NH:4][CH2:6][C:7]2[O:8][C:9]([CH3:12])=[N:10][N:11]=2)[CH2:3][CH2:2]1, predict the reactants needed to synthesize it. The reactants are: [CH:1]1([NH2:4])[CH2:3][CH2:2]1.Cl[CH2:6][C:7]1[O:8][C:9]([CH3:12])=[N:10][N:11]=1. (2) Given the product [CH3:38][O:39][C:40](=[O:57])[C:41]1[CH:46]=[CH:45][C:44]([C:20]([C:11]2[N:10]([S:7]([C:1]3[CH:2]=[CH:3][CH:4]=[CH:5][CH:6]=3)(=[O:9])=[O:8])[C:14]3=[N:15][CH:16]=[C:17]([CH3:19])[CH:18]=[C:13]3[CH:12]=2)=[CH:21][CH:22]2[CH2:26][CH2:25][CH2:24][CH2:23]2)=[CH:43][C:42]=1[F:56], predict the reactants needed to synthesize it. The reactants are: [C:1]1([S:7]([N:10]2[C:14]3=[N:15][CH:16]=[C:17]([CH3:19])[CH:18]=[C:13]3[CH:12]=[C:11]2[C:20](OS(C2C=CC(C)=CC=2)(=O)=O)=[CH:21][CH:22]2[CH2:26][CH2:25][CH2:24][CH2:23]2)(=[O:9])=[O:8])[CH:6]=[CH:5][CH:4]=[CH:3][CH:2]=1.[CH3:38][O:39][C:40](=[O:57])[C:41]1[CH:46]=[CH:45][C:44](B2OC(C)(C)C(C)(C)O2)=[CH:43][C:42]=1[F:56].C(=O)([O-])[O-].[Na+].[Na+]. (3) Given the product [O:27]1[CH2:32][CH2:31][CH2:30][O:29][CH:28]1[C:33]1[CH:34]=[CH:35][C:36]([C:7]2[CH:12]=[CH:11][CH:10]=[CH:9][C:8]=2[C:13]2[N:14]=[N:15][N:16]([C:18]([CH3:26])([C:20]3[CH:25]=[CH:24][CH:23]=[CH:22][CH:21]=3)[CH3:19])[N:17]=2)=[CH:37][CH:38]=1, predict the reactants needed to synthesize it. The reactants are: O1CCCC1.Cl[C:7]1[CH:12]=[CH:11][CH:10]=[CH:9][C:8]=1[C:13]1[N:14]=[N:15][N:16]([C:18]([CH3:26])([C:20]2[CH:25]=[CH:24][CH:23]=[CH:22][CH:21]=2)[CH3:19])[N:17]=1.[O:27]1[CH2:32][CH2:31][CH2:30][O:29][CH:28]1[C:33]1[CH:38]=[CH:37][C:36]([Mg]Br)=[CH:35][CH:34]=1. (4) Given the product [N:12]1([C:2]2[O:3][C:4]([C:7]([O:9][CH2:10][CH3:11])=[O:8])=[CH:5][N:6]=2)[CH2:17][CH2:16][CH2:15][CH2:14][CH2:13]1, predict the reactants needed to synthesize it. The reactants are: Br[C:2]1[O:3][C:4]([C:7]([O:9][CH2:10][CH3:11])=[O:8])=[CH:5][N:6]=1.[NH:12]1[CH2:17][CH2:16][CH2:15][CH2:14][CH2:13]1.FC(C1C=CC=CC=1)(F)F. (5) Given the product [NH:22]1[C:23]2[C:19](=[C:18]([NH:17][C:9]3[C:10]4[C:11](=[CH:12][N:13]=[CH:14][CH:15]=4)[O:16][C:8]=3[C:3]3[N:2]=[CH:7][CH:6]=[CH:5][N:4]=3)[CH:26]=[CH:25][CH:24]=2)[CH:20]=[N:21]1, predict the reactants needed to synthesize it. The reactants are: Cl.[N:2]1[CH:7]=[CH:6][CH:5]=[N:4][C:3]=1[C:8]1[O:16][C:11]2=[CH:12][N:13]=[CH:14][CH:15]=[C:10]2[C:9]=1[NH:17][C:18]1[CH:26]=[CH:25][CH:24]=[C:23]2[C:19]=1[CH:20]=[N:21][N:22]2C(=O)C.